From a dataset of CYP2D6 inhibition data for predicting drug metabolism from PubChem BioAssay. Regression/Classification. Given a drug SMILES string, predict its absorption, distribution, metabolism, or excretion properties. Task type varies by dataset: regression for continuous measurements (e.g., permeability, clearance, half-life) or binary classification for categorical outcomes (e.g., BBB penetration, CYP inhibition). Dataset: cyp2d6_veith. (1) The drug is CN=c1nc(-c2ccccc2)n(-c2ccccc2)s1. The result is 1 (inhibitor). (2) The compound is COc1ccccc1-c1nc(N(C)C)c2ccccc2n1. The result is 1 (inhibitor). (3) The molecule is O=C(NC[C@@H](O)CO)c1c(I)c(C(=O)NC[C@@H](O)CO)c(I)c(N(CCO)C(=O)CO)c1I. The result is 0 (non-inhibitor).